This data is from Forward reaction prediction with 1.9M reactions from USPTO patents (1976-2016). The task is: Predict the product of the given reaction. (1) Given the reactants [OH:1][CH2:2][CH2:3][CH2:4][C:5]1[CH:31]=[CH:30][C:8]([O:9][C:10]([CH3:29])([CH3:28])[C:11](=[O:27])[CH2:12][O:13][C:14]2[CH:19]=[CH:18][C:17]([C:20]([O:22][C:23]([CH3:26])([CH3:25])[CH3:24])=[O:21])=[CH:16][CH:15]=2)=[CH:7][CH:6]=1.C(N(CC)CC)C.[CH3:39][S:40](Cl)(=[O:42])=[O:41], predict the reaction product. The product is: [CH3:39][S:40]([O:1][CH2:2][CH2:3][CH2:4][C:5]1[CH:6]=[CH:7][C:8]([O:9][C:10]([CH3:29])([CH3:28])[C:11](=[O:27])[CH2:12][O:13][C:14]2[CH:15]=[CH:16][C:17]([C:20]([O:22][C:23]([CH3:26])([CH3:24])[CH3:25])=[O:21])=[CH:18][CH:19]=2)=[CH:30][CH:31]=1)(=[O:42])=[O:41]. (2) Given the reactants [Br:1][C:2]1[CH:7]=[CH:6][C:5]([CH2:8][C:9]([OH:11])=[O:10])=[C:4]([F:12])[CH:3]=1.S(=O)(=O)(O)O.[CH2:18]=[C:19]([CH3:21])[CH3:20].C(=O)=O, predict the reaction product. The product is: [Br:1][C:2]1[CH:7]=[CH:6][C:5]([CH2:8][C:9]([O:11][C:19]([CH3:21])([CH3:20])[CH3:18])=[O:10])=[C:4]([F:12])[CH:3]=1. (3) The product is: [F:14][C:12]([F:13])([F:15])[CH:11]([C:8]1[S:7][C:6]([CH:2]=[O:1])=[N:10][CH:9]=1)[OH:16]. Given the reactants [O:1]1CCO[CH:2]1[C:6]1[S:7][C:8]([CH:11]([OH:16])[C:12]([F:15])([F:14])[F:13])=[CH:9][N:10]=1.Cl.O1CCCC1, predict the reaction product. (4) Given the reactants [NH:1]1[C:9]2[C:4](=[CH:5][CH:6]=[CH:7][CH:8]=2)[CH:3]=[C:2]1[C:10]1[CH:11]=[C:12]([C:16]2[C:17]([N:35]([CH3:40])[S:36]([CH3:39])(=[O:38])=[O:37])=[CH:18][C:19]3[O:23][C:22]([C:24]4[CH:29]=[CH:28][C:27]([F:30])=[CH:26][CH:25]=4)=[C:21]([C:31]([OH:33])=O)[C:20]=3[CH:34]=2)[CH:13]=[CH:14][CH:15]=1.[N:41]1[CH:46]=[CH:45][CH:44]=[C:43]([NH2:47])[CH:42]=1.C1CN([P+](ON2N=NC3C=CC=CC2=3)(N2CCCC2)N2CCCC2)CC1.F[P-](F)(F)(F)(F)F.CCN(C(C)C)C(C)C, predict the reaction product. The product is: [NH:1]1[C:9]2[C:4](=[CH:5][CH:6]=[CH:7][CH:8]=2)[CH:3]=[C:2]1[C:10]1[CH:11]=[C:12]([C:16]2[C:17]([N:35]([CH3:40])[S:36]([CH3:39])(=[O:38])=[O:37])=[CH:18][C:19]3[O:23][C:22]([C:24]4[CH:25]=[CH:26][C:27]([F:30])=[CH:28][CH:29]=4)=[C:21]([C:31]([NH:47][C:43]4[CH:42]=[N:41][CH:46]=[CH:45][CH:44]=4)=[O:33])[C:20]=3[CH:34]=2)[CH:13]=[CH:14][CH:15]=1. (5) Given the reactants C1(P(C2C=CC=CC=2)C2C=CC=CC=2)C=CC=CC=1.BrN1C(=O)CCC1=O.[CH:28]1(/[CH:33]=[C:34](\[C:38]2[CH:43]=[CH:42][C:41]([N:44]3[C:48]([CH3:49])=[N:47][N:46]=[N:45]3)=[C:40]([F:50])[CH:39]=2)/[C:35]([OH:37])=O)[CH2:32][CH2:31][CH2:30][CH2:29]1.[NH2:51][C:52]1[CH:57]=[CH:56][C:55]([Br:58])=[CH:54][N:53]=1, predict the reaction product. The product is: [Br:58][C:55]1[CH:56]=[CH:57][C:52]([NH:51][C:35](=[O:37])/[C:34](/[C:38]2[CH:43]=[CH:42][C:41]([N:44]3[C:48]([CH3:49])=[N:47][N:46]=[N:45]3)=[C:40]([F:50])[CH:39]=2)=[CH:33]/[CH:28]2[CH2:32][CH2:31][CH2:30][CH2:29]2)=[N:53][CH:54]=1. (6) Given the reactants [F:1][C:2]1[C:3]2[CH2:14][CH2:13][C:12](=[CH:15][CH2:16][NH2:17])[C:4]=2[C:5]2[C:9]([CH:10]=1)=[N:8][N:7]([CH3:11])[CH:6]=2.C(N(CC)CC)C.[C:25](OC(=O)C)(=[O:27])[CH3:26], predict the reaction product. The product is: [F:1][C:2]1[C:3]2[CH2:14][CH2:13][C:12](=[CH:15][CH2:16][NH:17][C:25](=[O:27])[CH3:26])[C:4]=2[C:5]2[C:9]([CH:10]=1)=[N:8][N:7]([CH3:11])[CH:6]=2. (7) Given the reactants BrCC(C1C=CC2C3C=C4CCCC(=O)C4=CC=3OCC=2C=1)=O.COC(N[C@H](C(N1[C@@H](C)CC[C@H]1C1[NH:45][C:44]2[C:46]3[C:51]([CH2:52][CH2:53][C:43]=2[N:42]=1)=[CH:50][C:49]1[C:54]2[C:59]([CH2:60][O:61][C:48]=1[CH:47]=3)=[CH:58][C:57]([C:62]1[NH:66]C([C@@H]3C[C@H](COC)CN3C(OC(C)(C)C)=O)=[N:64][CH:63]=1)=[CH:56][CH:55]=2)=O)C(C)C)=O.[C:82]([O:86][C:87]([N:89]1[CH2:93][C@@H:92]([CH2:94][O:95][CH3:96])[CH2:91][C@H:90]1[C:97](O)=O)=[O:88])([CH3:85])([CH3:84])[CH3:83].[CH3:100][O:101][C:102]([NH:104][C@@H:105]([CH:117]([CH3:119])[CH3:118])[C:106]([N:108]1[C@@H:112]([CH3:113])[CH2:111][CH2:110][C@H:109]1[C:114](O)=O)=[O:107])=[O:103], predict the reaction product. The product is: [CH3:100][O:101][C:102]([NH:104][C@H:105]([C:106]([N:108]1[C@@H:112]([CH3:113])[CH2:111][CH2:110][C@H:109]1[C:114]1[NH:66][C:62]([C:57]2[CH:58]=[C:59]3[CH2:60][O:61][C:48]4[CH:47]=[C:46]5[C:51]([CH2:52][CH2:53][C:43]6[N:42]=[C:97]([C@@H:90]7[CH2:91][C@H:92]([CH2:94][O:95][CH3:96])[CH2:93][N:89]7[C:87]([O:86][C:82]([CH3:83])([CH3:84])[CH3:85])=[O:88])[NH:45][C:44]=65)=[CH:50][C:49]=4[C:54]3=[CH:55][CH:56]=2)=[CH:63][N:64]=1)=[O:107])[CH:117]([CH3:119])[CH3:118])=[O:103].